From a dataset of Forward reaction prediction with 1.9M reactions from USPTO patents (1976-2016). Predict the product of the given reaction. (1) Given the reactants [CH3:1][N:2]([CH3:17])[C:3]1([C:11]2[CH:16]=[CH:15][CH:14]=[CH:13][CH:12]=2)[CH2:8][CH2:7][C:6](=[O:9])[CH:5]([F:10])[CH2:4]1.[CH:18]1[CH:19]=[CH:20][C:21]2[NH:26][CH:25]=[C:24]([CH2:27][CH2:28]O)[C:22]=2[CH:23]=1.O([Si](C)(C)C)S(C(F)(F)[F:35])(=O)=O.[OH-].[Na+], predict the reaction product. The product is: [F:10][CH:5]1[C:6]2([C:25]3[NH:26][C:21]4[C:22]([C:24]=3[CH2:27][CH2:28][O:9]2)=[CH:23][C:18]([F:35])=[CH:19][CH:20]=4)[CH2:7][CH2:8][C:3]([C:11]2[CH:16]=[CH:15][CH:14]=[CH:13][CH:12]=2)([N:2]([CH3:17])[CH3:1])[CH2:4]1. (2) Given the reactants [CH3:1][N+:2]([CH2:5][C@H:6]([NH2:11])[CH2:7][C:8]([O-:10])=[O:9])([CH3:4])[CH3:3].[CH2:12]([O:15][C:16]1[CH:31]=[CH:30][C:19]([C:20](ON2C(=O)CCC2=O)=[O:21])=[CH:18][CH:17]=1)[CH2:13][CH3:14].CN(C=O)C.C(N(C(C)C)CC)(C)C, predict the reaction product. The product is: [CH2:12]([O:15][C:16]1[CH:31]=[CH:30][C:19]([C:20]([NH:11][C@@H:6]([CH2:5][N+:2]([CH3:3])([CH3:4])[CH3:1])[CH2:7][C:8]([O-:10])=[O:9])=[O:21])=[CH:18][CH:17]=1)[CH2:13][CH3:14]. (3) Given the reactants CCN(C(C)C)C(C)C.CN(C(ON1N=NC2C=CC=NC1=2)=[N+](C)C)C.F[P-](F)(F)(F)(F)F.[F:34][C:35]([CH3:40])([CH3:39])[C:36](O)=[O:37].[NH2:41][C@H:42]1[C:50]2[C:45](=[CH:46][CH:47]=[C:48]([C:51]([O:53][CH3:54])=[O:52])[CH:49]=2)[CH2:44][CH2:43]1, predict the reaction product. The product is: [F:34][C:35]([CH3:40])([CH3:39])[C:36]([NH:41][C@H:42]1[C:50]2[C:45](=[CH:46][CH:47]=[C:48]([C:51]([O:53][CH3:54])=[O:52])[CH:49]=2)[CH2:44][CH2:43]1)=[O:37]. (4) Given the reactants [CH:1]1([C:7]2[CH:11]=[C:10]([C:12]3[CH:17]=[CH:16][C:15]([O:18][C:19]([F:22])([F:21])[F:20])=[CH:14][CH:13]=3)[N:9]([CH2:23][C:24]3[CH:33]=[CH:32][C:27]([C:28]([O:30]C)=[O:29])=[CH:26][CH:25]=3)[N:8]=2)[CH2:6][CH2:5][CH2:4][CH2:3][CH2:2]1.[OH-].[Na+], predict the reaction product. The product is: [CH:1]1([C:7]2[CH:11]=[C:10]([C:12]3[CH:13]=[CH:14][C:15]([O:18][C:19]([F:21])([F:22])[F:20])=[CH:16][CH:17]=3)[N:9]([CH2:23][C:24]3[CH:33]=[CH:32][C:27]([C:28]([OH:30])=[O:29])=[CH:26][CH:25]=3)[N:8]=2)[CH2:6][CH2:5][CH2:4][CH2:3][CH2:2]1. (5) The product is: [OH:52][C:45]1([C:42]2[N:43]=[CH:44][C:39]([CH:37]([NH:36][C:5]3[N:10]=[C:9]([C:11]4[C:19]5[C:14](=[N:15][CH:16]=[C:17]([C:20]([F:21])([F:22])[F:23])[CH:18]=5)[NH:13][CH:12]=4)[C:8]([C:34]#[N:35])=[CH:7][N:6]=3)[CH3:38])=[CH:40][CH:41]=2)[CH2:50][CH2:49][N:48]([CH3:51])[CH2:47][CH2:46]1. Given the reactants CS([C:5]1[N:10]=[C:9]([C:11]2[C:19]3[C:14](=[N:15][CH:16]=[C:17]([C:20]([F:23])([F:22])[F:21])[CH:18]=3)[N:13](S(C3C=CC(C)=CC=3)(=O)=O)[CH:12]=2)[C:8]([C:34]#[N:35])=[CH:7][N:6]=1)(=O)=O.[NH2:36][CH:37]([C:39]1[CH:40]=[CH:41][C:42]([C:45]2([OH:52])[CH2:50][CH2:49][N:48]([CH3:51])[CH2:47][CH2:46]2)=[N:43][CH:44]=1)[CH3:38].[OH-].[Li+], predict the reaction product.